This data is from Forward reaction prediction with 1.9M reactions from USPTO patents (1976-2016). The task is: Predict the product of the given reaction. (1) Given the reactants [OH-].[Na+].[CH3:3][C:4]1[O:8][C:7]([C:9]2[CH:14]=[CH:13][CH:12]=[CH:11][CH:10]=2)=[N:6][C:5]=1[CH2:15][O:16][C:17]1[CH:42]=[CH:41][C:20]([CH2:21][O:22]/[N:23]=[C:24](/[C:35]2[CH:40]=[CH:39][CH:38]=[CH:37][CH:36]=2)\[CH2:25][CH2:26][CH2:27][CH2:28][CH2:29][C:30]([O:32]CC)=[O:31])=[CH:19][CH:18]=1.CO.Cl, predict the reaction product. The product is: [CH3:3][C:4]1[O:8][C:7]([C:9]2[CH:10]=[CH:11][CH:12]=[CH:13][CH:14]=2)=[N:6][C:5]=1[CH2:15][O:16][C:17]1[CH:42]=[CH:41][C:20]([CH2:21][O:22]/[N:23]=[C:24](/[C:35]2[CH:40]=[CH:39][CH:38]=[CH:37][CH:36]=2)\[CH2:25][CH2:26][CH2:27][CH2:28][CH2:29][C:30]([OH:32])=[O:31])=[CH:19][CH:18]=1. (2) Given the reactants [C:1]([C@@H:4]([NH:8][C:9]([C:11]1[S:27][C:14]2=[N:15][C:16]3[CH2:17][CH2:18][CH:19]([C:23]([CH3:26])([CH3:25])[CH3:24])[CH2:20][C:21]=3[CH:22]=[C:13]2[CH:12]=1)=[O:10])[CH:5]([CH3:7])[CH3:6])(=O)[NH2:2].O=P(Cl)(Cl)Cl, predict the reaction product. The product is: [C:1]([C@@H:4]([NH:8][C:9]([C:11]1[S:27][C:14]2=[N:15][C:16]3[CH2:17][CH2:18][CH:19]([C:23]([CH3:24])([CH3:26])[CH3:25])[CH2:20][C:21]=3[CH:22]=[C:13]2[CH:12]=1)=[O:10])[CH:5]([CH3:7])[CH3:6])#[N:2].